From a dataset of Forward reaction prediction with 1.9M reactions from USPTO patents (1976-2016). Predict the product of the given reaction. (1) Given the reactants [NH2:1][C:2]1[CH:7]=[C:6]([C:8]#[N:9])[C:5](B2OC(C)(C)C(C)(C)O2)=[CH:4][N:3]=1.Br[C:20]1[N:25]=[C:24]([N:26]2[CH2:31][CH2:30][O:29][CH2:28][CH2:27]2)[N:23]=[C:22]([NH:32][C:33]2[CH:34]=[N:35][C:36]3[C:41]([CH:42]=2)=[CH:40][CH:39]=[CH:38][CH:37]=3)[CH:21]=1.C([O-])([O-])=O.[Na+].[Na+], predict the reaction product. The product is: [NH2:1][C:2]1[CH:7]=[C:6]([C:5]([C:20]2[CH:21]=[C:22]([NH:32][C:33]3[CH:34]=[N:35][C:36]4[C:41]([CH:42]=3)=[CH:40][CH:39]=[CH:38][CH:37]=4)[N:23]=[C:24]([N:26]3[CH2:27][CH2:28][O:29][CH2:30][CH2:31]3)[N:25]=2)=[CH:4][N:3]=1)[C:8]#[N:9]. (2) Given the reactants [CH2:1]([N:3]([CH3:33])[C:4]([C:6]1[CH:10]=[C:9]([C:11]2[CH:16]=[CH:15][C:14]([O:17]CC3C=CC=CC=3)=[CH:13][N:12]=2)[N:8]([C:25]2[CH:26]=[N:27][C:28]([O:31][CH3:32])=[CH:29][CH:30]=2)[N:7]=1)=[O:5])[CH3:2], predict the reaction product. The product is: [CH2:1]([N:3]([CH3:33])[C:4]([C:6]1[CH:10]=[C:9]([C:11]2[CH:16]=[CH:15][C:14]([OH:17])=[CH:13][N:12]=2)[N:8]([C:25]2[CH:26]=[N:27][C:28]([O:31][CH3:32])=[CH:29][CH:30]=2)[N:7]=1)=[O:5])[CH3:2]. (3) Given the reactants Br[C:2]1[CH:7]=[CH:6][C:5]([CH3:8])=[C:4]([O:9][CH3:10])[CH:3]=1.[CH3:11][C:12]([CH3:14])=[O:13].C1(P(C2C=CC=CC=2)C2C3OC4C(=CC=CC=4P(C4C=CC=CC=4)C4C=CC=CC=4)C(C)(C)C=3C=CC=2)C=CC=CC=1.C(=O)([O-])[O-].[Cs+].[Cs+], predict the reaction product. The product is: [CH3:10][O:9][C:4]1[CH:3]=[C:2]([CH2:11][C:12](=[O:13])[CH3:14])[CH:7]=[CH:6][C:5]=1[CH3:8]. (4) Given the reactants COC([N:5]1[C:13]2[C:8](=[CH:9][C:10]([C:14]3([CH2:28][C:29]4[CH:34]=[CH:33][CH:32]=[CH:31][CH:30]=4)[CH2:18][C:17](=[O:19])[N:16]([CH2:20][C:21]4[CH:26]=[CH:25][CH:24]=[CH:23][CH:22]=4)[C:15]3=[O:27])=[CH:11][CH:12]=2)[CH:7]=[CH:6]1)=O.[Li+].[OH-], predict the reaction product. The product is: [CH2:20]([N:16]1[C:17](=[O:19])[CH2:18][C:14]([CH2:28][C:29]2[CH:34]=[CH:33][CH:32]=[CH:31][CH:30]=2)([C:10]2[CH:9]=[C:8]3[C:13](=[CH:12][CH:11]=2)[NH:5][CH:6]=[CH:7]3)[C:15]1=[O:27])[C:21]1[CH:22]=[CH:23][CH:24]=[CH:25][CH:26]=1.